Predict the product of the given reaction. From a dataset of Forward reaction prediction with 1.9M reactions from USPTO patents (1976-2016). (1) The product is: [CH:12]([O:15][C:16]1[CH:24]=[CH:23][C:19]([C:20]([NH2:22])=[O:21])=[CH:18][C:17]=1[NH:25][C:26]([NH:11][C:6]1[CH:7]=[CH:8][CH:9]=[C:10]2[C:5]=1[CH:4]=[N:3][N:2]2[CH3:1])=[S:27])([CH3:14])[CH3:13]. Given the reactants [CH3:1][N:2]1[C:10]2[C:5](=[C:6]([NH2:11])[CH:7]=[CH:8][CH:9]=2)[CH:4]=[N:3]1.[CH:12]([O:15][C:16]1[CH:24]=[CH:23][C:19]([C:20]([NH2:22])=[O:21])=[CH:18][C:17]=1[N:25]=[C:26]=[S:27])([CH3:14])[CH3:13].ClC1NC2C=CC=C(NC(=S)NC3C=C(C=CC=3OC(C)C)C(N)=O)C=2N=1, predict the reaction product. (2) Given the reactants C1OCCOCCOCCOCCOCCOC1.CCC([O-])(C)C.[K+].C1(C)C=CC=CC=1.[NH:33]1[CH:37]=[CH:36][CH:35]=[CH:34]1.Cl[CH2:39][N:40]1[CH2:44][CH:43]([CH2:45][CH2:46][CH3:47])[CH2:42][C:41]1=[O:48], predict the reaction product. The product is: [CH2:45]([CH:43]1[CH2:44][N:40]([CH2:39][N:33]2[CH:37]=[CH:36][CH:35]=[CH:34]2)[C:41](=[O:48])[CH2:42]1)[CH2:46][CH3:47]. (3) Given the reactants [Cl:1][C:2]1[C:3]2C=CN[C:4]=2[N:5]=[CH:6][N:7]=1.[I:11][NH:12][C:13](=O)[CH2:14]CC(N)=O, predict the reaction product. The product is: [Cl:1][C:2]1[C:3]2[N:12]([I:11])[CH2:13][CH2:14][C:4]=2[N:5]=[CH:6][N:7]=1. (4) The product is: [C:43]([O:47][C:24](=[O:33])[NH:21][C:11]1[S:10][C:9]2[CH:15]=[CH:16][CH:17]=[CH:18][C:8]=2[C:7]=1[C:1]1[CH:2]=[CH:3][CH:4]=[CH:5][CH:6]=1)([CH3:46])([CH3:45])[CH3:44]. Given the reactants [C:1]1([C:7]2[C:8]3[CH:18]=[CH:17][CH:16]=[CH:15][C:9]=3[S:10][C:11]=2C(O)=O)[CH:6]=[CH:5][CH:4]=[CH:3][CH:2]=1.CC[N:21]([CH2:24]C)CC.C1(P(N=[N+]=[N-])(C2C=CC=CC=2)=[O:33])C=CC=CC=1.[C:43]([OH:47])([CH3:46])([CH3:45])[CH3:44], predict the reaction product.